From a dataset of NCI-60 drug combinations with 297,098 pairs across 59 cell lines. Regression. Given two drug SMILES strings and cell line genomic features, predict the synergy score measuring deviation from expected non-interaction effect. (1) Drug 1: CC1=C(C=C(C=C1)NC2=NC=CC(=N2)N(C)C3=CC4=NN(C(=C4C=C3)C)C)S(=O)(=O)N.Cl. Drug 2: CNC(=O)C1=NC=CC(=C1)OC2=CC=C(C=C2)NC(=O)NC3=CC(=C(C=C3)Cl)C(F)(F)F. Cell line: SW-620. Synergy scores: CSS=19.4, Synergy_ZIP=8.70, Synergy_Bliss=12.5, Synergy_Loewe=-7.15, Synergy_HSA=1.79. (2) Drug 1: CC1=C2C(C(=O)C3(C(CC4C(C3C(C(C2(C)C)(CC1OC(=O)C(C(C5=CC=CC=C5)NC(=O)OC(C)(C)C)O)O)OC(=O)C6=CC=CC=C6)(CO4)OC(=O)C)OC)C)OC. Drug 2: CC12CCC(CC1=CCC3C2CCC4(C3CC=C4C5=CN=CC=C5)C)O. Cell line: DU-145. Synergy scores: CSS=51.6, Synergy_ZIP=3.47, Synergy_Bliss=2.48, Synergy_Loewe=-20.5, Synergy_HSA=1.88. (3) Drug 1: C#CCC(CC1=CN=C2C(=N1)C(=NC(=N2)N)N)C3=CC=C(C=C3)C(=O)NC(CCC(=O)O)C(=O)O. Drug 2: CC1=C(C(=O)C2=C(C1=O)N3CC4C(C3(C2COC(=O)N)OC)N4)N. Cell line: SR. Synergy scores: CSS=59.5, Synergy_ZIP=-1.74, Synergy_Bliss=-1.84, Synergy_Loewe=-0.0795, Synergy_HSA=0.00333. (4) Drug 1: CC1C(C(=O)NC(C(=O)N2CCCC2C(=O)N(CC(=O)N(C(C(=O)O1)C(C)C)C)C)C(C)C)NC(=O)C3=C4C(=C(C=C3)C)OC5=C(C(=O)C(=C(C5=N4)C(=O)NC6C(OC(=O)C(N(C(=O)CN(C(=O)C7CCCN7C(=O)C(NC6=O)C(C)C)C)C)C(C)C)C)N)C. Drug 2: CN1C2=C(C=C(C=C2)N(CCCl)CCCl)N=C1CCCC(=O)O.Cl. Cell line: MCF7. Synergy scores: CSS=-6.39, Synergy_ZIP=12.0, Synergy_Bliss=10.4, Synergy_Loewe=-0.995, Synergy_HSA=-0.544. (5) Drug 1: CCC1=CC2CC(C3=C(CN(C2)C1)C4=CC=CC=C4N3)(C5=C(C=C6C(=C5)C78CCN9C7C(C=CC9)(C(C(C8N6C)(C(=O)OC)O)OC(=O)C)CC)OC)C(=O)OC.C(C(C(=O)O)O)(C(=O)O)O. Drug 2: CCC1(CC2CC(C3=C(CCN(C2)C1)C4=CC=CC=C4N3)(C5=C(C=C6C(=C5)C78CCN9C7C(C=CC9)(C(C(C8N6C=O)(C(=O)OC)O)OC(=O)C)CC)OC)C(=O)OC)O.OS(=O)(=O)O. Cell line: SNB-75. Synergy scores: CSS=28.9, Synergy_ZIP=-7.02, Synergy_Bliss=0.735, Synergy_Loewe=-1.57, Synergy_HSA=1.34. (6) Drug 1: CCN(CC)CCNC(=O)C1=C(NC(=C1C)C=C2C3=C(C=CC(=C3)F)NC2=O)C. Drug 2: CC1=C(N=C(N=C1N)C(CC(=O)N)NCC(C(=O)N)N)C(=O)NC(C(C2=CN=CN2)OC3C(C(C(C(O3)CO)O)O)OC4C(C(C(C(O4)CO)O)OC(=O)N)O)C(=O)NC(C)C(C(C)C(=O)NC(C(C)O)C(=O)NCCC5=NC(=CS5)C6=NC(=CS6)C(=O)NCCC[S+](C)C)O. Cell line: RPMI-8226. Synergy scores: CSS=9.05, Synergy_ZIP=-0.890, Synergy_Bliss=5.27, Synergy_Loewe=-2.31, Synergy_HSA=1.57. (7) Drug 1: C1=C(C(=O)NC(=O)N1)F. Drug 2: CC=C1C(=O)NC(C(=O)OC2CC(=O)NC(C(=O)NC(CSSCCC=C2)C(=O)N1)C(C)C)C(C)C. Cell line: HCT-15. Synergy scores: CSS=44.0, Synergy_ZIP=0.377, Synergy_Bliss=-0.196, Synergy_Loewe=-0.0594, Synergy_HSA=-0.0418. (8) Drug 1: C1=NC2=C(N1)C(=S)N=C(N2)N. Drug 2: C(CC(=O)O)C(=O)CN.Cl. Cell line: BT-549. Synergy scores: CSS=17.5, Synergy_ZIP=-8.19, Synergy_Bliss=-4.11, Synergy_Loewe=-12.2, Synergy_HSA=-3.83.